This data is from Full USPTO retrosynthesis dataset with 1.9M reactions from patents (1976-2016). The task is: Predict the reactants needed to synthesize the given product. Given the product [OH:34][C:20]1([C:23]([NH:25][CH:26]([C:28]2[CH:29]=[CH:30][CH:31]=[CH:32][CH:33]=2)[CH3:27])=[O:24])[CH2:21][CH2:22][CH:17]([NH:16][S:12]([C:9]2[CH:10]=[CH:11][C:6]([C:4]3[N:3]=[CH:2][O:1][CH:5]=3)=[CH:7][CH:8]=2)(=[O:14])=[O:13])[CH2:18][CH2:19]1, predict the reactants needed to synthesize it. The reactants are: [O:1]1[CH:5]=[C:4]([C:6]2[CH:11]=[CH:10][C:9]([S:12](Cl)(=[O:14])=[O:13])=[CH:8][CH:7]=2)[N:3]=[CH:2]1.[NH2:16][CH:17]1[CH2:22][CH2:21][C:20]([OH:34])([C:23]([NH:25][CH:26]([C:28]2[CH:33]=[CH:32][CH:31]=[CH:30][CH:29]=2)[CH3:27])=[O:24])[CH2:19][CH2:18]1.C(N(C(C)C)CC)(C)C.